From a dataset of Full USPTO retrosynthesis dataset with 1.9M reactions from patents (1976-2016). Predict the reactants needed to synthesize the given product. (1) Given the product [F:1][C@H:2]1[C@@H:7]([O:8][C:9]2[CH:16]=[CH:15][C:14]([C:17]3[N:22]=[C:21]([NH:23][C:24]4[CH:29]=[CH:28][C:27]([N:30]5[CH2:31][CH2:32][N:33]([CH:36]6[CH2:39][O:38][CH2:37]6)[CH2:34][CH2:35]5)=[CH:26][CH:25]=4)[N:20]=[CH:19][N:18]=3)=[CH:13][C:10]=2[C:11]#[N:12])[CH2:6][CH2:5][N:4]([C:41]2[CH:46]=[CH:45][CH:44]=[CH:43][N:42]=2)[CH2:3]1, predict the reactants needed to synthesize it. The reactants are: [F:1][C@H:2]1[C@@H:7]([O:8][C:9]2[CH:16]=[CH:15][C:14]([C:17]3[N:22]=[C:21]([NH:23][C:24]4[CH:29]=[CH:28][C:27]([N:30]5[CH2:35][CH2:34][N:33]([CH:36]6[CH2:39][O:38][CH2:37]6)[CH2:32][CH2:31]5)=[CH:26][CH:25]=4)[N:20]=[CH:19][N:18]=3)=[CH:13][C:10]=2[C:11]#[N:12])[CH2:6][CH2:5][NH:4][CH2:3]1.Br[C:41]1[CH:46]=[CH:45][CH:44]=[CH:43][N:42]=1.C(C1CCCCC1=O)(=O)C(C)C.C([O-])([O-])=O.[K+].[K+]. (2) Given the product [NH2:1][C:2]1[C:7]([O:8][CH2:9][CH:10]2[CH2:11][CH2:12][N:13]([C:16]3[N:21]=[C:20]([Cl:22])[N:19]=[C:18]([C:23]([NH:35][CH2:33][CH3:34])=[O:24])[CH:17]=3)[CH2:14][CH2:15]2)=[CH:6][C:5]([C:26]2[N:30]([CH3:31])[CH:29]=[N:28][CH:27]=2)=[CH:4][N:3]=1, predict the reactants needed to synthesize it. The reactants are: [NH2:1][C:2]1[C:7]([O:8][CH2:9][CH:10]2[CH2:15][CH2:14][N:13]([C:16]3[N:21]=[C:20]([Cl:22])[N:19]=[C:18]([C:23](O)=[O:24])[CH:17]=3)[CH2:12][CH2:11]2)=[CH:6][C:5]([C:26]2[N:30]([CH3:31])[CH:29]=[N:28][CH:27]=2)=[CH:4][N:3]=1.Cl.[CH2:33]([NH2:35])[CH3:34].CN(C(ON1N=NC2C=CC=NC1=2)=[N+](C)C)C.F[P-](F)(F)(F)(F)F.O. (3) Given the product [F:25][C:26]([F:41])([F:40])[C:27]1[CH:28]=[C:29]([C@H:30]([O:17][C@H:16]2[CH2:15][CH2:14][C@@H:13]3[C@@H:9]([CH2:10][NH:11][CH2:12]3)[C@@H:8]2[C:5]2[CH:4]=[CH:3][C:2]([F:1])=[CH:7][CH:6]=2)[CH3:42])[CH:33]=[C:34]([C:36]([F:39])([F:38])[F:37])[CH:35]=1, predict the reactants needed to synthesize it. The reactants are: [F:1][C:2]1[CH:7]=[CH:6][C:5]([C@@H:8]2[C@@H:16]([OH:17])[CH2:15][CH2:14][C@@H:13]3[C@H:9]2[CH2:10][N:11](C(OC(C)(C)C)=O)[CH2:12]3)=[CH:4][CH:3]=1.[F:25][C:26]([F:41])([F:40])[C:27]1[CH:28]=[C:29]([CH:33]=[C:34]([C:36]([F:39])([F:38])[F:37])[CH:35]=1)[C:30](Cl)=O.[CH2:42](Cl)Cl.